From a dataset of NCI-60 drug combinations with 297,098 pairs across 59 cell lines. Regression. Given two drug SMILES strings and cell line genomic features, predict the synergy score measuring deviation from expected non-interaction effect. Drug 2: C1CNP(=O)(OC1)N(CCCl)CCCl. Synergy scores: CSS=0.938, Synergy_ZIP=0.156, Synergy_Bliss=0.961, Synergy_Loewe=1.67, Synergy_HSA=-0.557. Drug 1: C#CCC(CC1=CN=C2C(=N1)C(=NC(=N2)N)N)C3=CC=C(C=C3)C(=O)NC(CCC(=O)O)C(=O)O. Cell line: UACC62.